From a dataset of Reaction yield outcomes from USPTO patents with 853,638 reactions. Predict the reaction yield, written as a fraction of the theoretical maximum amount of product (1.0 means a 100% yield; for example, 0.34 means a 34% yield). (1) The reactants are Br[C:2]1[N:7]=[C:6]([C:8]2[CH:9]=[C:10]([S:14]([NH:17][C:18]([CH3:21])([CH3:20])[CH3:19])(=[O:16])=[O:15])[CH:11]=[CH:12][CH:13]=2)[CH:5]=[CH:4][CH:3]=1.[CH2:22]([Sn:26]([CH2:44][CH2:45][CH2:46][CH3:47])([CH2:40][CH2:41][CH2:42][CH3:43])[Sn:26]([CH2:40][CH2:41][CH2:42][CH3:43])([CH2:44][CH2:45][CH2:46][CH3:47])[CH2:22][CH2:23][CH2:24][CH3:25])[CH2:23][CH2:24][CH3:25]. The catalyst is C1(C)C=CC=CC=1.C1C=CC([P]([Pd]([P](C2C=CC=CC=2)(C2C=CC=CC=2)C2C=CC=CC=2)([P](C2C=CC=CC=2)(C2C=CC=CC=2)C2C=CC=CC=2)[P](C2C=CC=CC=2)(C2C=CC=CC=2)C2C=CC=CC=2)(C2C=CC=CC=2)C2C=CC=CC=2)=CC=1. The product is [C:18]([NH:17][S:14]([C:10]1[CH:11]=[CH:12][CH:13]=[C:8]([C:6]2[CH:5]=[CH:4][CH:3]=[C:2]([Sn:26]([CH2:40][CH2:41][CH2:42][CH3:43])([CH2:44][CH2:45][CH2:46][CH3:47])[CH2:22][CH2:23][CH2:24][CH3:25])[N:7]=2)[CH:9]=1)(=[O:16])=[O:15])([CH3:21])([CH3:20])[CH3:19]. The yield is 0.230. (2) The reactants are [CH:1]([C:3]1[C:11]2[O:10][CH2:9][CH:8]([C:12]3[CH:17]=[CH:16][C:15]([CH:18]([CH3:20])[CH3:19])=[CH:14][CH:13]=3)[C:7]=2[C:6]([CH3:21])=[C:5]([NH:22][C:23](=[O:29])[CH2:24][C:25]([CH3:28])([CH3:27])[CH3:26])[C:4]=1[CH3:30])=[O:2].P([O-])(O)(O)=[O:32].[Na+].OO.Cl([O-])=O.[Na+].S([O-])(O)=O.[Na+].Cl. The catalyst is C(#N)C.O. The product is [CH3:26][C:25]([CH3:28])([CH3:27])[CH2:24][C:23]([NH:22][C:5]1[C:4]([CH3:30])=[C:3]([C:1]([OH:32])=[O:2])[C:11]2[O:10][CH2:9][CH:8]([C:12]3[CH:17]=[CH:16][C:15]([CH:18]([CH3:20])[CH3:19])=[CH:14][CH:13]=3)[C:7]=2[C:6]=1[CH3:21])=[O:29]. The yield is 0.730.